Task: Predict the product of the given reaction.. Dataset: Forward reaction prediction with 1.9M reactions from USPTO patents (1976-2016) (1) Given the reactants FC(F)(F)C(O)=O.[NH2:8][C:9]1[CH:25]=[CH:24][C:23]([N:26]2[CH:32]3[CH2:33][CH2:34][N:29]([CH2:30][CH2:31]3)[CH2:28][CH2:27]2)=[CH:22][C:10]=1[C:11]([NH:13][CH2:14][C:15]([O:17][C:18](C)(C)C)=[O:16])=[O:12], predict the reaction product. The product is: [NH2:8][C:9]1[CH:25]=[CH:24][C:23]([N:26]2[CH:32]3[CH2:33][CH2:34][N:29]([CH2:30][CH2:31]3)[CH2:28][CH2:27]2)=[CH:22][C:10]=1[C:11]([NH:13][CH2:14][C:15]([O:17][CH3:18])=[O:16])=[O:12]. (2) Given the reactants [Br:1][C:2]1[C:3]([CH3:19])=[C:4]([N:8]2[C:16](=[O:17])[CH:15]3[CH:10]([CH2:11][CH2:12][CH2:13][CH2:14]3)[C:9]2=[O:18])[CH:5]=[CH:6][CH:7]=1.[BH4-].[Na+], predict the reaction product. The product is: [Br:1][C:2]1[C:3]([CH3:19])=[C:4]([N:8]2[CH:16]([OH:17])[CH:15]3[CH:10]([CH2:11][CH2:12][CH2:13][CH2:14]3)[C:9]2=[O:18])[CH:5]=[CH:6][CH:7]=1. (3) Given the reactants [F:1][C:2]1[CH:7]=[CH:6][C:5](C2N3C=CC(C(F)(F)F)=NC3=NC=2)=[CH:4][C:3]=1[C:21]1[C:26]([F:27])=[CH:25][CH:24]=[CH:23][N:22]=1.Br[C:29]1[N:33]2[CH:34]=[CH:35][C:36]([C:38]([OH:41])([CH3:40])[CH3:39])=[N:37][C:32]2=[N:31][CH:30]=1, predict the reaction product. The product is: [F:1][C:2]1[CH:7]=[CH:6][C:5]([C:29]2[N:33]3[CH:34]=[CH:35][C:36]([C:38]([OH:41])([CH3:40])[CH3:39])=[N:37][C:32]3=[N:31][CH:30]=2)=[CH:4][C:3]=1[C:21]1[C:26]([F:27])=[CH:25][CH:24]=[CH:23][N:22]=1. (4) Given the reactants [N:1]([C@@H:4]([C@@H:41]([C:48]1[CH:53]=[CH:52][C:51]([F:54])=[CH:50][CH:49]=1)[CH:42]1[CH2:47][CH2:46][O:45][CH2:44][CH2:43]1)[C:5]([NH:7][C:8]1[CH:13]=[CH:12][CH:11]=[C:10]([F:14])[C:9]=1[CH2:15][CH2:16][C@H:17]([NH:31][S:32]([C:35]1[CH:40]=[CH:39][CH:38]=[CH:37][CH:36]=1)(=[O:34])=[O:33])[CH2:18][N:19]([CH2:27][C@H:28](O)[CH3:29])[C:20](=[O:26])[O:21][C:22]([CH3:25])([CH3:24])[CH3:23])=[O:6])=[N+:2]=[N-:3].CC(OC(/N=N/C(OC(C)C)=O)=O)C.C1(P(C2C=CC=CC=2)C2C=CC=CC=2)C=CC=CC=1, predict the reaction product. The product is: [N:1]([C@@H:4]([C@@H:41]([C:48]1[CH:53]=[CH:52][C:51]([F:54])=[CH:50][CH:49]=1)[CH:42]1[CH2:43][CH2:44][O:45][CH2:46][CH2:47]1)[C:5]([NH:7][C:8]1[CH:13]=[CH:12][CH:11]=[C:10]([F:14])[C:9]=1[CH2:15][CH2:16][C@@H:17]1[N:31]([S:32]([C:35]2[CH:40]=[CH:39][CH:38]=[CH:37][CH:36]=2)(=[O:34])=[O:33])[C@@H:28]([CH3:29])[CH2:27][N:19]([C:20]([O:21][C:22]([CH3:25])([CH3:23])[CH3:24])=[O:26])[CH2:18]1)=[O:6])=[N+:2]=[N-:3]. (5) Given the reactants [CH2:1]([Zn]CC)C.CCCCCC.ClCI.[C:15]12([CH2:25][CH2:26][N:27]([CH2:40][CH2:41][CH2:42][CH2:43][CH3:44])[C:28]([NH:30][CH2:31]/[CH:32]=[CH:33]\[C:34]3[CH:39]=[CH:38][N:37]=[CH:36][CH:35]=3)=[O:29])[CH2:24][CH:19]3[CH2:20][CH:21]([CH2:23][CH:17]([CH2:18]3)[CH2:16]1)[CH2:22]2.[Cl-].[NH4+], predict the reaction product. The product is: [C:15]12([CH2:25][CH2:26][N:27]([CH2:40][CH2:41][CH2:42][CH2:43][CH3:44])[C:28]([NH:30][CH2:31][C@@H:32]3[CH2:1][C@@H:33]3[C:34]3[CH:35]=[CH:36][N:37]=[CH:38][CH:39]=3)=[O:29])[CH2:16][CH:17]3[CH2:18][CH:19]([CH2:20][CH:21]([CH2:23]3)[CH2:22]1)[CH2:24]2. (6) Given the reactants [CH:1]1([NH:7][C:8]2[C:13]([C:14]([O:16]CC)=[O:15])=[CH:12][N:11]=[C:10]3[N:19]([CH2:22][O:23][CH2:24][CH2:25][Si:26]([CH3:29])([CH3:28])[CH3:27])[CH:20]=[CH:21][C:9]=23)[CH2:6][CH2:5][CH2:4][CH2:3][CH2:2]1.[OH-].[Na+].CCO, predict the reaction product. The product is: [CH:1]1([NH:7][C:8]2[C:13]([C:14]([OH:16])=[O:15])=[CH:12][N:11]=[C:10]3[N:19]([CH2:22][O:23][CH2:24][CH2:25][Si:26]([CH3:29])([CH3:28])[CH3:27])[CH:20]=[CH:21][C:9]=23)[CH2:6][CH2:5][CH2:4][CH2:3][CH2:2]1. (7) Given the reactants [C:1]([N:4]1[C:13]2[C:8](=[CH:9][C:10]([C:14]3[CH:19]=[CH:18][C:17]([O:20][CH3:21])=[C:16]([O:22][CH3:23])[CH:15]=3)=[CH:11][CH:12]=2)[C@H:7]([NH:24]C(=O)OC(C)C)[CH2:6][C@@H:5]1[CH3:31])(=[O:3])[CH3:2].[Cl-].[Al+3].[Cl-].[Cl-].CO.C(N(CC)CC)C, predict the reaction product. The product is: [C:1]([N:4]1[C:13]2[C:8](=[CH:9][C:10]([C:14]3[CH:19]=[CH:18][C:17]([O:20][CH3:21])=[C:16]([O:22][CH3:23])[CH:15]=3)=[CH:11][CH:12]=2)[C@H:7]([NH2:24])[CH2:6][C@@H:5]1[CH3:31])(=[O:3])[CH3:2].